From a dataset of Catalyst prediction with 721,799 reactions and 888 catalyst types from USPTO. Predict which catalyst facilitates the given reaction. (1) Reactant: [C:1]1([C:7]2([CH3:24])[CH2:12][N:11]([CH3:13])[C:10](=[O:14])[N:9](C(C)(CC(C)(C)C)C)[C:8]2=[O:23])[CH2:6][CH2:5][CH2:4][CH2:3][CH:2]=1.Cl. Product: [C:1]1([C:7]2([CH3:24])[CH2:12][N:11]([CH3:13])[C:10](=[O:14])[NH:9][C:8]2=[O:23])[CH2:6][CH2:5][CH2:4][CH2:3][CH:2]=1. The catalyst class is: 8. (2) Reactant: [CH3:1][N:2]1[CH:6]=[C:5]([CH:7]([C:14]2[CH:15]=[N:16][C:17]([C:20]([F:23])([F:22])[F:21])=[CH:18][CH:19]=2)[CH2:8]C(OCC)=O)[CH:4]=[N:3]1.C[Si](C)(C)O.[Na].Cl.CC[O:33][CH2:34]C.C[N:37]1C=C(C(C2C=NC(C(F)(F)F)=CC=2)CC(O)=O)C=N1.C1(P(N=[N+]=[N-])(C2C=CC=CC=2)=O)C=CC=CC=1.[C:74]([OH:78])([CH3:77])([CH3:76])[CH3:75]. Product: [CH3:1][N:2]1[CH:6]=[C:5]([CH:7]([C:14]2[CH:15]=[N:16][C:17]([C:20]([F:21])([F:22])[F:23])=[CH:18][CH:19]=2)[CH2:8][NH:37][C:34](=[O:33])[O:78][C:74]([CH3:77])([CH3:76])[CH3:75])[CH:4]=[N:3]1. The catalyst class is: 90. (3) Reactant: [CH3:1][O:2][C:3]([CH:5]1[N:10](CC2C=CC(OC)=CC=2OC)[CH2:9][C:8]2[C:22]([C:25]3[CH:30]=[CH:29][C:28]([F:31])=[CH:27][CH:26]=3)=[CH:23][S:24][C:7]=2[C:6]1=[O:32])=[O:4].S(Cl)(Cl)=O. Product: [CH3:1][O:2][C:3]([C:5]1[N:10]=[CH:9][C:8]2[C:22]([C:25]3[CH:30]=[CH:29][C:28]([F:31])=[CH:27][CH:26]=3)=[CH:23][S:24][C:7]=2[C:6]=1[OH:32])=[O:4]. The catalyst class is: 4. (4) Reactant: [Cl:1][C:2]1[N:7]=[N:6][CH:5]=[C:4]([C:8]([O:10]C)=[O:9])[CH:3]=1.O.[OH-].[Li+].Cl. Product: [Cl:1][C:2]1[N:7]=[N:6][CH:5]=[C:4]([C:8]([OH:10])=[O:9])[CH:3]=1. The catalyst class is: 1. (5) Reactant: [F:1][C:2]1([F:7])[CH2:6][CH2:5][NH:4][CH2:3]1.Br[CH2:9][CH2:10][O:11][C:12]1[CH:17]=[CH:16][C:15]([N+:18]([O-:20])=[O:19])=[CH:14][C:13]=1[O:21][CH3:22].C(N(CC)CC)C. Product: [F:1][C:2]1([F:7])[CH2:6][CH2:5][N:4]([CH2:9][CH2:10][O:11][C:12]2[CH:17]=[CH:16][C:15]([N+:18]([O-:20])=[O:19])=[CH:14][C:13]=2[O:21][CH3:22])[CH2:3]1. The catalyst class is: 31. (6) Reactant: [Cl:1][C:2]1[CH:7]=[CH:6][C:5]([C:8]2[CH:13]=[N:12][N:11]3[C:14](=O)[NH:15][N:16]=[C:10]3[C:9]=2[C:18]2[CH:23]=[CH:22][C:21]([Cl:24])=[CH:20][CH:19]=2)=[CH:4][CH:3]=1.[C:25]([O-:28])([O-])=O.[K+].[K+].CN([CH:34]=[O:35])C. Product: [Cl:1][C:2]1[CH:7]=[CH:6][C:5]([O:35][CH2:34][CH2:14][N:15]2[C:25](=[O:28])[N:11]3[N:12]=[CH:13][C:8]([C:5]4[CH:6]=[CH:7][C:2]([Cl:1])=[CH:3][CH:4]=4)=[C:9]([C:18]4[CH:23]=[CH:22][C:21]([Cl:24])=[CH:20][CH:19]=4)[C:10]3=[N:16]2)=[CH:4][CH:3]=1. The catalyst class is: 13. (7) Reactant: [NH2:1][C:2]1[C:3]([Cl:16])=[C:4]([NH:9][S:10]([CH2:13][CH2:14][CH3:15])(=[O:12])=[O:11])[CH:5]=[CH:6][C:7]=1[F:8].CN(C)C=O.[H-].[Na+].[CH3:24][O:25][C:26]1[CH:33]=[CH:32][C:29]([CH2:30]Cl)=[CH:28][CH:27]=1. Product: [NH2:1][C:2]1[C:3]([Cl:16])=[C:4]([N:9]([CH2:30][C:29]2[CH:32]=[CH:33][C:26]([O:25][CH3:24])=[CH:27][CH:28]=2)[S:10]([CH2:13][CH2:14][CH3:15])(=[O:12])=[O:11])[CH:5]=[CH:6][C:7]=1[F:8]. The catalyst class is: 775. (8) Reactant: [O:1]1[CH2:7][CH2:6][CH2:5][C:4](=[O:8])[C:3]2[CH:9]=[CH:10][CH:11]=[CH:12][C:2]1=2.[Br:13]Br. Product: [Br:13][CH:5]1[CH2:6][CH2:7][O:1][C:2]2[CH:12]=[CH:11][CH:10]=[CH:9][C:3]=2[C:4]1=[O:8]. The catalyst class is: 27. (9) Reactant: Cl.[NH:2]1[CH2:7][CH2:6][CH:5]([NH:8][C:9]([C:11]2[S:15][C:14]([Br:16])=[N:13][C:12]=2[CH3:17])=[O:10])[CH2:4][CH2:3]1.[C:18](=O)(O)[O-].[Na+].C=O.[BH3-]C#N.[Na+]. Product: [CH3:18][N:2]1[CH2:7][CH2:6][CH:5]([NH:8][C:9]([C:11]2[S:15][C:14]([Br:16])=[N:13][C:12]=2[CH3:17])=[O:10])[CH2:4][CH2:3]1. The catalyst class is: 5.